This data is from Forward reaction prediction with 1.9M reactions from USPTO patents (1976-2016). The task is: Predict the product of the given reaction. (1) Given the reactants [O:1]1[CH2:28][CH:2]1[CH2:3][O:4][C:5]1[CH:14]=[C:13]2[C:8]([C:9]([O:15][C:16]3[CH:17]=[C:18]4[C:22](=[CH:23][CH:24]=3)[NH:21][C:20]([CH3:25])=[CH:19]4)=[N:10][CH:11]=[N:12]2)=[CH:7][C:6]=1[O:26][CH3:27].[CH:29]([NH2:32])([CH3:31])[CH3:30], predict the reaction product. The product is: [OH:1][CH:2]([CH2:28][NH:32][CH:29]([CH3:31])[CH3:30])[CH2:3][O:4][C:5]1[CH:14]=[C:13]2[C:8]([C:9]([O:15][C:16]3[CH:17]=[C:18]4[C:22](=[CH:23][CH:24]=3)[NH:21][C:20]([CH3:25])=[CH:19]4)=[N:10][CH:11]=[N:12]2)=[CH:7][C:6]=1[O:26][CH3:27]. (2) The product is: [CH:1]1([CH2:7][C@@H:8]([NH:24][C:39]([C:33]2([CH3:32])[CH2:38][CH2:37][CH2:36][CH2:35][CH2:34]2)=[O:40])[CH2:9][N:10]2[CH2:15][CH2:14][N:13]([C:16]3[CH:21]=[CH:20][CH:19]=[CH:18][C:17]=3[O:22][CH3:23])[CH2:12][CH2:11]2)[CH2:6][CH2:5][CH2:4][CH2:3][CH2:2]1.[ClH:41]. Given the reactants [CH:1]1([CH2:7][C@@H:8]([NH2:24])[CH2:9][N:10]2[CH2:15][CH2:14][N:13]([C:16]3[CH:21]=[CH:20][CH:19]=[CH:18][C:17]=3[O:22][CH3:23])[CH2:12][CH2:11]2)[CH2:6][CH2:5][CH2:4][CH2:3][CH2:2]1.C(N(CC)CC)C.[CH3:32][C:33]1([C:39]([Cl:41])=[O:40])[CH2:38][CH2:37][CH2:36][CH2:35][CH2:34]1, predict the reaction product. (3) Given the reactants [CH2:1]([O:8][C:9]1[CH:14]=[CH:13][C:12](Br)=[CH:11][CH:10]=1)[C:2]1[CH:7]=[CH:6][CH:5]=[CH:4][CH:3]=1.CC1(C)C(C)(C)OB([C:24]2[CH2:29][CH2:28][N:27]([C:30]([O:32][C:33]([CH3:36])([CH3:35])[CH3:34])=[O:31])[CH2:26][CH:25]=2)O1.O.C(=O)([O-])[O-].[Na+].[Na+], predict the reaction product. The product is: [CH2:1]([O:8][C:9]1[CH:14]=[CH:13][C:12]([C:24]2[CH2:29][CH2:28][N:27]([C:30]([O:32][C:33]([CH3:36])([CH3:35])[CH3:34])=[O:31])[CH2:26][CH:25]=2)=[CH:11][CH:10]=1)[C:2]1[CH:7]=[CH:6][CH:5]=[CH:4][CH:3]=1. (4) Given the reactants [F:1][C:2]1[CH:7]=[CH:6][C:5]([CH:8]([NH:18][C:19]([C:21]2[CH:29]=[C:28]3[C:24]([CH:25]=[CH:26][NH:27]3)=[CH:23][CH:22]=2)=[O:20])[CH2:9][O:10][CH2:11][CH:12]2[CH2:17][CH2:16][NH:15][CH2:14][CH2:13]2)=[CH:4][CH:3]=1.[CH3:30][C:31]([CH3:33])=O, predict the reaction product. The product is: [F:1][C:2]1[CH:7]=[CH:6][C:5]([CH:8]([NH:18][C:19]([C:21]2[CH:29]=[C:28]3[C:24]([CH:25]=[CH:26][NH:27]3)=[CH:23][CH:22]=2)=[O:20])[CH2:9][O:10][CH2:11][CH:12]2[CH2:13][CH2:14][N:15]([CH:31]([CH3:33])[CH3:30])[CH2:16][CH2:17]2)=[CH:4][CH:3]=1. (5) Given the reactants [Br:1][C:2]1[CH:7]=[C:6]([CH2:8][C:9]([C:11]2[CH:16]=[CH:15][C:14]([F:17])=[CH:13][CH:12]=2)=[O:10])[CH:5]=[CH:4][N:3]=1.ClC1C=C(C(=[N:35][OH:36])C(C2C=CC(F)=CC=2)=O)C=CN=1, predict the reaction product. The product is: [Br:1][C:2]1[CH:7]=[C:6]([C:8](=[N:35][OH:36])[C:9]([C:11]2[CH:16]=[CH:15][C:14]([F:17])=[CH:13][CH:12]=2)=[O:10])[CH:5]=[CH:4][N:3]=1. (6) Given the reactants C(OC([N:8]1[CH2:11][CH:10]([NH:12][C:13]2[CH:14]=[C:15]3[C:24](=[CH:25][C:26]=2[O:27][CH2:28][C:29]2[CH:34]=[CH:33][CH:32]=[CH:31][CH:30]=2)[O:23][CH2:22][C:21]2[N:16]3[CH:17]([CH3:36])[C:18](=[O:35])[NH:19][N:20]=2)[CH2:9]1)=O)(C)(C)C.[C:37]([OH:43])([C:39]([F:42])([F:41])[F:40])=[O:38], predict the reaction product. The product is: [F:40][C:39]([F:42])([F:41])[C:37]([OH:43])=[O:38].[NH:8]1[CH2:11][CH:10]([NH:12][C:13]2[CH:14]=[C:15]3[C:24](=[CH:25][C:26]=2[O:27][CH2:28][C:29]2[CH:34]=[CH:33][CH:32]=[CH:31][CH:30]=2)[O:23][CH2:22][C:21]2[N:16]3[CH:17]([CH3:36])[C:18](=[O:35])[NH:19][N:20]=2)[CH2:9]1.